From a dataset of Catalyst prediction with 721,799 reactions and 888 catalyst types from USPTO. Predict which catalyst facilitates the given reaction. (1) Reactant: Cl[C:2]1[CH:3]=[C:4]([CH:18]=[C:19]([N:21]2[CH2:26][CH2:25][CH2:24][CH2:23][CH2:22]2)[N:20]=1)[C:5]([NH:7][CH2:8][C:9]1[C:10](=[O:17])[NH:11][C:12]([CH3:16])=[CH:13][C:14]=1[CH3:15])=[O:6].B(O)O.[C:30]([O-:33])([O-])=O.[Na+].[Na+].O1[CH2:41][CH2:40]OCC1.O. Product: [CH3:15][C:14]1[CH:13]=[C:12]([CH3:16])[NH:11][C:10](=[O:17])[C:9]=1[CH2:8][NH:7][C:5](=[O:6])[C:4]1[CH:18]=[C:19]([N:21]2[CH2:26][CH2:25][CH2:24][CH2:23][CH2:22]2)[N:20]=[C:2]([C:41]2[CH:40]=[CH:5][C:4]([CH:30]=[O:33])=[CH:3][CH:2]=2)[CH:3]=1. The catalyst class is: 73. (2) Reactant: [N+:1]([C:4]1[CH:9]=[CH:8][CH:7]=[C:6]([N+:10]([O-])=O)[C:5]=1[OH:13])([O-:3])=[O:2].[H][H]. Product: [NH2:10][C:6]1[CH:7]=[CH:8][CH:9]=[C:4]([N+:1]([O-:3])=[O:2])[C:5]=1[OH:13]. The catalyst class is: 78. (3) The catalyst class is: 2. Product: [Cl:28][C:29]1[C:36]([O:37][CH3:38])=[CH:35][C:34]([O:39][CH3:40])=[CH:33][C:30]=1[CH:31]=[O:32]. Reactant: CC(OI1(OC(C)=O)(OC(C)=O)OC(=O)C2C=CC=CC1=2)=O.C(O)(C)(C)C.[Cl:28][C:29]1[C:36]([O:37][CH3:38])=[CH:35][C:34]([O:39][CH3:40])=[CH:33][C:30]=1[CH2:31][OH:32].CCOC(C)=O. (4) Reactant: [CH3:13][C:12]([O:11][C:9](O[C:9]([O:11][C:12]([CH3:15])([CH3:14])[CH3:13])=[O:10])=[O:10])([CH3:15])[CH3:14].[NH2:16][C@H:17]([C:20]([OH:22])=[O:21])[CH2:18][OH:19].[OH-].[Na+]. Product: [C:9]([NH:16][C@H:17]([C:20]([OH:22])=[O:21])[CH2:18][OH:19])([O:11][C:12]([CH3:13])([CH3:14])[CH3:15])=[O:10]. The catalyst class is: 12.